Dataset: Full USPTO retrosynthesis dataset with 1.9M reactions from patents (1976-2016). Task: Predict the reactants needed to synthesize the given product. Given the product [C:26]([O:25][C@@H:19]([C:8]1[C:7]([CH3:30])=[CH:6][C:5]2[C:10](=[CH:11][C:2]([C:35]#[C:34][C:33]([OH:36])([C:37]3[CH:42]=[CH:41][CH:40]=[CH:39][CH:38]=3)[C:32]([F:43])([F:44])[F:31])=[CH:3][CH:4]=2)[C:9]=1[C:12]1[CH:17]=[CH:16][C:15]([Cl:18])=[CH:14][CH:13]=1)[C:20]([OH:22])=[O:21])([CH3:29])([CH3:27])[CH3:28], predict the reactants needed to synthesize it. The reactants are: Br[C:2]1[CH:11]=[C:10]2[C:5]([CH:6]=[C:7]([CH3:30])[C:8]([CH:19]([O:25][C:26]([CH3:29])([CH3:28])[CH3:27])[C:20]([O:22]CC)=[O:21])=[C:9]2[C:12]2[CH:17]=[CH:16][C:15]([Cl:18])=[CH:14][CH:13]=2)=[CH:4][CH:3]=1.[F:31][C:32]([F:44])([F:43])[C:33]([C:37]1[CH:42]=[CH:41][CH:40]=[CH:39][CH:38]=1)([OH:36])[C:34]#[CH:35].